Dataset: Reaction yield outcomes from USPTO patents with 853,638 reactions. Task: Predict the reaction yield, written as a fraction of the theoretical maximum amount of product (1.0 means a 100% yield; for example, 0.34 means a 34% yield). (1) The reactants are [NH2:1][C:2]1[C:6]([C:7]([O:9][CH2:10][CH3:11])=[O:8])=[CH:5][NH:4][N:3]=1.[O:12]1[C:16]2[CH:17]=[CH:18][C:19]([C:21]3[S:22][CH:23]=[C:24]([C:26](O)=[O:27])[N:25]=3)=[CH:20][C:15]=2[CH2:14][CH2:13]1.CN(C(ON1N=NC2C=CC=CC1=2)=[N+](C)C)C.F[P-](F)(F)(F)(F)F.N1C=CC=CC=1. The catalyst is C(O)C. The product is [O:12]1[C:16]2[CH:17]=[CH:18][C:19]([C:21]3[S:22][CH:23]=[C:24]([C:26]([NH:1][C:2]4[C:6]([C:7]([O:9][CH2:10][CH3:11])=[O:8])=[CH:5][NH:4][N:3]=4)=[O:27])[N:25]=3)=[CH:20][C:15]=2[CH2:14][CH2:13]1. The yield is 0.550. (2) The reactants are [NH2:1][C:2]1[CH:7]=[CH:6][C:5]([C:8]2[N:9]([CH2:21][CH3:22])[C:10]3[C:15]([C:16]=2[C:17]#[N:18])=[CH:14][CH:13]=[C:12]([O:19][CH3:20])[CH:11]=3)=[CH:4][CH:3]=1.C(N(CC)CC)C.[C:30](Cl)(=[O:32])[CH3:31]. The catalyst is C1COCC1.O. The product is [C:17]([C:16]1[C:15]2[C:10](=[CH:11][C:12]([O:19][CH3:20])=[CH:13][CH:14]=2)[N:9]([CH2:21][CH3:22])[C:8]=1[C:5]1[CH:4]=[CH:3][C:2]([NH:1][C:30](=[O:32])[CH3:31])=[CH:7][CH:6]=1)#[N:18]. The yield is 0.710. (3) The reactants are [Cl:1][C:2]1[CH:7]=[CH:6][C:5]([O:8][CH3:9])=[CH:4][C:3]=1[C:10]1[CH:20]=[C:19]([CH3:21])[C:13]2[N:14]=[C:15]([NH2:18])[N:16]=[N:17][C:12]=2[CH:11]=1.Br[C:23]1[CH:28]=[CH:27][C:26]([S:29][CH2:30][CH2:31][N:32]2[CH2:36][CH2:35][CH2:34][CH2:33]2)=[CH:25][CH:24]=1.C(=O)([O-])[O-].[Cs+].[Cs+].C1(P(C2C=CC=CC=2)C2C3OC4C(=CC=CC=4P(C4C=CC=CC=4)C4C=CC=CC=4)C(C)(C)C=3C=CC=2)C=CC=CC=1. The catalyst is [Pd].[Pd].C(=CC(C=CC1C=CC=CC=1)=O)C1C=CC=CC=1.C(=CC(C=CC1C=CC=CC=1)=O)C1C=CC=CC=1.C(=CC(C=CC1C=CC=CC=1)=O)C1C=CC=CC=1. The product is [Cl:1][C:2]1[CH:7]=[CH:6][C:5]([O:8][CH3:9])=[CH:4][C:3]=1[C:10]1[CH:20]=[C:19]([CH3:21])[C:13]2[N:14]=[C:15]([NH:18][C:23]3[CH:24]=[CH:25][C:26]([S:29][CH2:30][CH2:31][N:32]4[CH2:33][CH2:34][CH2:35][CH2:36]4)=[CH:27][CH:28]=3)[N:16]=[N:17][C:12]=2[CH:11]=1. The yield is 0.220. (4) The reactants are [Br:1][C:2]1[CH:14]=[CH:13][C:12]2[C:11]3[C:6](=[CH:7][C:8]([Br:15])=[CH:9][CH:10]=3)[NH:5][C:4]=2[CH:3]=1.I[CH2:17][CH2:18][CH3:19].C([O-])([O-])=O.[Cs+].[Cs+]. The product is [Br:1][C:2]1[CH:14]=[CH:13][C:12]2[C:11]3[C:6](=[CH:7][C:8]([Br:15])=[CH:9][CH:10]=3)[N:5]([CH2:17][CH2:18][CH3:19])[C:4]=2[CH:3]=1. The yield is 0.860. The catalyst is CC#N. (5) The reactants are CN1C(=O)C2NC(CC(C)C(OCC)=O)=NC=2N(C)C1=O.[CH3:22][N:23]1[C:31](=[O:32])[C:30]2[NH:29][C:28]([CH:33]([CH3:40])[CH2:34][C:35]([O:37][CH2:38][CH3:39])=[O:36])=[N:27][C:26]=2[N:25]([CH3:41])[C:24]1=[O:42].C(=O)([O-])[O-].[K+].[K+].[Br:49][C:50]1[CH:55]=[CH:54][CH:53]=[C:52]([CH2:56]Br)[CH:51]=1. The catalyst is CN(C=O)C.O. The product is [Br:49][C:50]1[CH:51]=[C:52]([CH:53]=[CH:54][CH:55]=1)[CH2:56][N:29]1[C:30]2[C:31](=[O:32])[N:23]([CH3:22])[C:24](=[O:42])[N:25]([CH3:41])[C:26]=2[N:27]=[C:28]1[CH:33]([CH3:40])[CH2:34][C:35]([O:37][CH2:38][CH3:39])=[O:36]. The yield is 0.160. (6) The reactants are [N+](C1C=C(S(CC[O:15][C:16](=[O:62])[CH2:17][CH2:18][CH2:19][NH:20][C:21](=[O:61])[CH2:22][O:23][C:24]2[CH:29]=[CH:28][C:27]([S:30]([N:33]3[C:37]4[CH:38]=[CH:39][CH:40]=[CH:41][C:36]=4[N:35]=[C:34]3[S:42]([CH2:44][C:45]3[C:50]([CH3:51])=[C:49]([O:52][CH2:53][C:54]([F:57])([F:56])[F:55])[CH:48]=[CH:47][N:46]=3)=[O:43])(=[O:32])=[O:31])=[C:26]([CH:58]([CH3:60])[CH3:59])[CH:25]=2)(=O)=O)C=CC=1)([O-])=O.C([O-])(O)=O.[Na+:67]. The catalyst is C1COCC1.O. The product is [Na+:67].[CH:58]([C:26]1[CH:25]=[C:24]([CH:29]=[CH:28][C:27]=1[S:30]([N:33]1[C:37]2[CH:38]=[CH:39][CH:40]=[CH:41][C:36]=2[N:35]=[C:34]1[S:42]([CH2:44][C:45]1[C:50]([CH3:51])=[C:49]([O:52][CH2:53][C:54]([F:56])([F:55])[F:57])[CH:48]=[CH:47][N:46]=1)=[O:43])(=[O:32])=[O:31])[O:23][CH2:22][C:21]([NH:20][CH2:19][CH2:18][CH2:17][C:16]([O-:62])=[O:15])=[O:61])([CH3:60])[CH3:59]. The yield is 0.690. (7) The reactants are [NH2:1][C:2]1[C:11]2[C:6](=[CH:7][CH:8]=[CH:9][C:10]=2[O:12][C:13]2[CH:18]=[CH:17][C:16]([O:19][CH3:20])=[CH:15][CH:14]=2)[N:5]=[CH:4][N:3]=1.N1C=CC=CC=1.ClCCl.[C:30](OC(=O)C)(=[O:32])[CH3:31]. No catalyst specified. The product is [C:30]([NH:1][C:2]1[C:11]2[C:6](=[CH:7][CH:8]=[CH:9][C:10]=2[O:12][C:13]2[CH:18]=[CH:17][C:16]([O:19][CH3:20])=[CH:15][CH:14]=2)[N:5]=[CH:4][N:3]=1)(=[O:32])[CH3:31]. The yield is 0.454.